This data is from Forward reaction prediction with 1.9M reactions from USPTO patents (1976-2016). The task is: Predict the product of the given reaction. (1) Given the reactants [ClH:1].N[C@H]1CCC[C@@H]1NC(=O)C1C=CC=CC=1[Cl:16].[NH2:18][C@H:19]1[CH2:23][CH2:22][CH2:21][C@@H:20]1[NH:24][C:25](=[O:31])OC(C)(C)C.[F:32][C:33]1[CH:41]=[CH:40][CH:39]=[C:38]([F:42])[C:34]=1C(O)=O, predict the reaction product. The product is: [ClH:16].[ClH:1].[NH2:18][C@H:19]1[CH2:23][CH2:22][CH2:21][C@@H:20]1[NH:24][C:25](=[O:31])[C:34]1[C:33]([F:32])=[CH:41][CH:40]=[CH:39][C:38]=1[F:42]. (2) Given the reactants [CH2:1]([C:3]1[C:25]([F:26])=[CH:24][C:6]([O:7][C:8]2[CH:22]=[CH:21][C:11]([C:12]([N:14]3[CH2:19][CH2:18][NH:17][C:16](=[O:20])[CH2:15]3)=[O:13])=[CH:10][C:9]=2[F:23])=[C:5]([O:27][CH3:28])[CH:4]=1)[CH3:2].[OH-:29].[K+].[CH2:31]([O:33]C(Cl)=O)[CH3:32], predict the reaction product. The product is: [C:28](=[O:29])([O:33][CH2:31][CH3:32])[O:27][C:5]1[CH:4]=[C:3]([CH2:1][CH3:2])[C:25]([F:26])=[CH:24][C:6]=1[O:7][C:8]1[CH:22]=[CH:21][C:11]([C:12]([N:14]2[CH2:19][CH2:18][NH:17][C:16](=[O:20])[CH2:15]2)=[O:13])=[CH:10][C:9]=1[F:23]. (3) Given the reactants [NH2:1][C:2]1[N:3]=[N:4][C:5]([C:14]2[CH:19]=[CH:18][C:17]([OH:20])=[CH:16][CH:15]=2)=[C:6]([C:8]2[CH:13]=[CH:12][CH:11]=[CH:10][CH:9]=2)[N:7]=1.[I:21]N1C(=O)CCC1=O, predict the reaction product. The product is: [NH2:1][C:2]1[N:3]=[N:4][C:5]([C:14]2[CH:15]=[CH:16][C:17]([OH:20])=[C:18]([I:21])[CH:19]=2)=[C:6]([C:8]2[CH:9]=[CH:10][CH:11]=[CH:12][CH:13]=2)[N:7]=1. (4) Given the reactants C(O[C:4]([C:6]1[CH:7]=[C:8]2[C:12](=[CH:13][CH:14]=1)[NH:11][N:10]=[C:9]2[C:15]1[CH:24]=[CH:23][C:22]2[C:17](=[CH:18][CH:19]=[CH:20][CH:21]=2)[CH:16]=1)=[NH:5])C.[N:25]1([CH2:30][C:31]([NH:33][NH2:34])=O)[CH2:29][CH2:28][CH2:27][CH2:26]1.C[O-].[Na+], predict the reaction product. The product is: [CH:16]1[C:17]2[C:22](=[CH:21][CH:20]=[CH:19][CH:18]=2)[CH:23]=[CH:24][C:15]=1[C:9]1[C:8]2[C:12](=[CH:13][CH:14]=[C:6]([C:4]3[N:5]=[C:31]([CH2:30][N:25]4[CH2:29][CH2:28][CH2:27][CH2:26]4)[NH:33][N:34]=3)[CH:7]=2)[NH:11][N:10]=1. (5) Given the reactants [C:1](/[C:3](=[C:7](/OCC)\[CH3:8])/[C:4](=[S:6])[NH2:5])#[N:2].[CH2:12]([NH:14][CH2:15][CH3:16])[CH3:13], predict the reaction product. The product is: [C:1](/[C:3](=[C:7](/[N:14]([CH2:15][CH3:16])[CH2:12][CH3:13])\[CH3:8])/[C:4](=[S:6])[NH2:5])#[N:2]. (6) Given the reactants B(F)(F)F.[CH2:5]([O:7][P:8]([N:13]1[CH:19]2[CH:14]1[CH2:15][CH2:16][N:17]([C:20]([O:22][CH2:23][C:24]1[CH:29]=[CH:28][CH:27]=[CH:26][CH:25]=1)=[O:21])[CH2:18]2)([O:10][CH2:11][CH3:12])=[O:9])[CH3:6].[CH3:30][OH:31], predict the reaction product. The product is: [CH2:5]([O:7][P:8]([NH:13][C@H:19]1[C@H:14]([O:31][CH3:30])[CH2:15][CH2:16][N:17]([C:20]([O:22][CH2:23][C:24]2[CH:29]=[CH:28][CH:27]=[CH:26][CH:25]=2)=[O:21])[CH2:18]1)([O:10][CH2:11][CH3:12])=[O:9])[CH3:6].